Dataset: Reaction yield outcomes from USPTO patents with 853,638 reactions. Task: Predict the reaction yield, written as a fraction of the theoretical maximum amount of product (1.0 means a 100% yield; for example, 0.34 means a 34% yield). (1) The reactants are C(C1N(C[C:15]2[CH:32]=[CH:31][C:18]3/[C:19](=[CH:28]/[C:29]#N)/[C:20]4C=CC=C[C:21]=4[CH2:22][CH2:23][C:17]=3[CH:16]=2)C2=NC(C)=CC(C)=C2N=1)C.[CH:33]([O:40]CC)([O:37][CH2:38][CH3:39])OCC.S(=O)(=O)(O)O.[CH2:48]([OH:50])[CH3:49]. The catalyst is C(OCC)(=O)C. The product is [O:50]=[C:48]1[C:16]2[CH:15]=[CH:32][C:31]([C:33]([O:37][CH2:38][CH3:39])=[O:40])=[CH:18][C:17]=2[CH2:23][CH2:22][C:21]2[CH:20]=[CH:19][CH:28]=[CH:29][C:49]1=2. The yield is 0.940. (2) The reactants are C1C(=O)N([Br:8])C(=O)C1.OC(C(F)(F)F)=O.[F:16][C:17]1[CH:22]=[CH:21][N:20]=[C:19]([NH2:23])[CH:18]=1. The catalyst is C(#N)C. The product is [Br:8][C:22]1[C:17]([F:16])=[CH:18][C:19]([NH2:23])=[N:20][CH:21]=1. The yield is 0.670. (3) The reactants are [Br:1][C:2]1[CH:3]=[C:4]2[C:9](=[CH:10][C:11]=1[O:12][CH3:13])[N:8]=[C:7]([CH3:14])[CH:6]=[C:5]2[Cl:15].[NH:16]1[CH2:20][CH2:19][CH2:18][CH2:17]1.N1C=CC=CC=1.[Na+].[I-]. The catalyst is CCO. The product is [ClH:15].[Br:1][C:2]1[CH:3]=[C:4]2[C:9](=[CH:10][C:11]=1[O:12][CH3:13])[N:8]=[C:7]([CH3:14])[CH:6]=[C:5]2[N:16]1[CH2:20][CH2:19][CH2:18][CH2:17]1. The yield is 0.682. (4) The reactants are [Cl:1][C:2]1[C:3]([CH3:12])=[C:4]([S:8](Cl)(=[O:10])=[O:9])[CH:5]=[CH:6][CH:7]=1.N1C=CC=CC=1.[NH2:19][C:20]1[CH:38]=[C:37]([Cl:39])[C:23]([CH2:24][CH:25]2[CH2:29][CH2:28][N:27]([CH:30]3[CH2:35][CH2:34][CH2:33][CH2:32][CH2:31]3)[C:26]2=[O:36])=[C:22]([Cl:40])[CH:21]=1. The catalyst is C(Cl)Cl. The product is [Cl:1][C:2]1[C:3]([CH3:12])=[C:4]([S:8]([NH:19][C:20]2[CH:38]=[C:37]([Cl:39])[C:23]([CH2:24][CH:25]3[CH2:29][CH2:28][N:27]([CH:30]4[CH2:35][CH2:34][CH2:33][CH2:32][CH2:31]4)[C:26]3=[O:36])=[C:22]([Cl:40])[CH:21]=2)(=[O:10])=[O:9])[CH:5]=[CH:6][CH:7]=1. The yield is 0.580. (5) The reactants are [NH:1]([CH2:3][CH2:4][OH:5])[NH2:2].[Cl:6][C:7]1[CH:12]=[CH:11][C:10]([CH:13]2[N:17]([C:18]3[CH:23]=[C:22]([CH3:24])[C:21](=[O:25])[N:20]([CH3:26])[CH:19]=3)[C:16](=[O:27])[C:15](=O)[CH:14]2[C:29](=O)[CH2:30][CH3:31])=[CH:9][CH:8]=1.CC(O)=O.S(=O)(=O)(O)N. The catalyst is CO. The product is [Cl:6][C:7]1[CH:12]=[CH:11][C:10]([CH:13]2[C:14]3[C:29]([CH2:30][CH3:31])=[N:2][N:1]([CH2:3][CH2:4][OH:5])[C:15]=3[C:16](=[O:27])[N:17]2[C:18]2[CH:23]=[C:22]([CH3:24])[C:21](=[O:25])[N:20]([CH3:26])[CH:19]=2)=[CH:9][CH:8]=1. The yield is 0.450. (6) The reactants are Cl.[CH3:2][NH:3][O:4][CH3:5].CCN(C(C)C)C(C)C.C[Al](C)C.[CH3:19][O:20][C:21]1[C:22](=[O:41])[C:23]([C:37](OC)=[O:38])=[N:24][N:25]([C:27]2[CH:32]=[CH:31][CH:30]=[C:29]([C:33]([F:36])([F:35])[F:34])[CH:28]=2)[CH:26]=1. The catalyst is C(Cl)Cl. The product is [CH3:5][O:4][N:3]([CH3:2])[C:37]([C:23]1[C:22](=[O:41])[C:21]([O:20][CH3:19])=[CH:26][N:25]([C:27]2[CH:32]=[CH:31][CH:30]=[C:29]([C:33]([F:34])([F:35])[F:36])[CH:28]=2)[N:24]=1)=[O:38]. The yield is 0.670. (7) The catalyst is O. The yield is 0.960. The reactants are [CH3:1][C:2]([C:4]1[CH:9]=[CH:8][C:7](Cl)=[CH:6][CH:5]=1)=[O:3].[C:11]1(B(O)O)[CH:16]=[CH:15][CH:14]=[CH:13][CH:12]=1.[F-].[Cs+].C1(C)C=CC=CC=1. The product is [CH3:1][C:2]([C:4]1[CH:9]=[CH:8][C:7]([C:11]2[CH:16]=[CH:15][CH:14]=[CH:13][CH:12]=2)=[CH:6][CH:5]=1)=[O:3].